Dataset: Forward reaction prediction with 1.9M reactions from USPTO patents (1976-2016). Task: Predict the product of the given reaction. Given the reactants [C:1]([C:4]12[CH2:11][CH2:10][C:7]([NH:12][CH2:13][C:14]([N:16]3[CH2:20][C@@H:19]([F:21])[CH2:18][C@H:17]3[C:22]#[N:23])=[O:15])([CH2:8][CH2:9]1)[CH2:6][CH2:5]2)([OH:3])=O.[NH2:24][C:25]1[CH:30]=[CH:29][C:28]([N:31]2[CH2:36][CH2:35][CH2:34][CH2:33][CH2:32]2)=[CH:27][CH:26]=1, predict the reaction product. The product is: [F:21][C@@H:19]1[CH2:20][N:16]([C:14](=[O:15])[CH2:13][NH:12][C:7]23[CH2:10][CH2:11][C:4]([C:1]([NH:24][C:25]4[CH:26]=[CH:27][C:28]([N:31]5[CH2:36][CH2:35][CH2:34][CH2:33][CH2:32]5)=[CH:29][CH:30]=4)=[O:3])([CH2:5][CH2:6]2)[CH2:9][CH2:8]3)[C@H:17]([C:22]#[N:23])[CH2:18]1.